This data is from Reaction yield outcomes from USPTO patents with 853,638 reactions. The task is: Predict the reaction yield, written as a fraction of the theoretical maximum amount of product (1.0 means a 100% yield; for example, 0.34 means a 34% yield). (1) The product is [NH:12]1[C:13]2[C:18](=[CH:17][CH:16]=[CH:15][CH:14]=2)[C:10]([C:8](=[O:9])[CH:32]([NH:31][C:30]2[CH:39]=[CH:40][CH:41]=[C:28]([O:27][CH3:26])[CH:29]=2)[C:33]2[O:37][N:36]=[C:35]([CH3:38])[CH:34]=2)=[CH:11]1. The yield is 0.140. The reactants are C(N(CC)CC)C.[CH:8]([C:10]1[C:18]2[C:13](=[CH:14][CH:15]=[CH:16][CH:17]=2)[N:12](C(OC(C)(C)C)=O)[CH:11]=1)=[O:9].[CH3:26][O:27][C:28]1[CH:29]=[C:30]([CH:39]=[CH:40][CH:41]=1)[N:31]=[CH:32][C:33]1[O:37][N:36]=[C:35]([CH3:38])[CH:34]=1. The catalyst is [Cl-].C([N+]1C(C)=C(CCO)SC=1)C1C=CC=CC=1.C(O)C. (2) The reactants are [F:1][C:2]1[CH:9]=[CH:8][C:5]([C:6]#[N:7])=[C:4]([OH:10])[CH:3]=1.[H-].[Na+].Cl[CH2:14][C:15]([N:17]1[CH2:22][CH2:21][O:20][CH2:19][CH2:18]1)=[O:16]. The catalyst is CN(C)C=O. The product is [F:1][C:2]1[CH:9]=[CH:8][C:5]([C:6]#[N:7])=[C:4]([O:10][CH2:14][C:15]([N:17]2[CH2:22][CH2:21][O:20][CH2:19][CH2:18]2)=[O:16])[CH:3]=1. The yield is 0.830. (3) The reactants are [CH2:1]([OH:4])[C:2]#[CH:3].Br[CH2:6][C:7]1[C:16]2[C:11](=[CH:12][CH:13]=[CH:14][CH:15]=2)[C:10]([Cl:17])=[N:9][N:8]=1. The catalyst is O1CCCC1. The product is [Cl:17][C:10]1[C:11]2[C:16](=[CH:15][CH:14]=[CH:13][CH:12]=2)[C:7]([CH2:6][O:4][CH2:1][C:2]#[CH:3])=[N:8][N:9]=1. The yield is 0.230. (4) The reactants are [OH:1][C:2]1[CH:9]=[CH:8][C:5]([CH:6]=[O:7])=[CH:4][C:3]=1[O:10][CH3:11].[Cl:12][C:13]1[CH:20]=[CH:19][C:16]([CH2:17]Br)=[CH:15][CH:14]=1.C(=O)([O-])[O-].[K+].[K+]. The catalyst is C(#N)C. The product is [Cl:12][C:13]1[CH:20]=[CH:19][C:16]([CH2:17][O:1][C:2]2[CH:9]=[CH:8][C:5]([CH:6]=[O:7])=[CH:4][C:3]=2[O:10][CH3:11])=[CH:15][CH:14]=1. The yield is 0.930. (5) The reactants are [NH2:1][C:2]1[CH:3]=[C:4]([CH:7]=[C:8]([F:10])[CH:9]=1)[C:5]#[N:6].Br.Br[CH:13]([C:15]1[CH:16]=[C:17]([C:32]([N:34]([CH3:36])[CH3:35])=[O:33])[CH:18]=[C:19]2[C:24]=1[O:23][C:22]([N:25]1[CH2:30][CH2:29][O:28][CH2:27][CH2:26]1)=[CH:21][C:20]2=[O:31])[CH3:14]. No catalyst specified. The product is [C:5]([C:4]1[CH:3]=[C:2]([NH:1][CH:13]([C:15]2[CH:16]=[C:17]([C:32]([N:34]([CH3:36])[CH3:35])=[O:33])[CH:18]=[C:19]3[C:24]=2[O:23][C:22]([N:25]2[CH2:30][CH2:29][O:28][CH2:27][CH2:26]2)=[CH:21][C:20]3=[O:31])[CH3:14])[CH:9]=[C:8]([F:10])[CH:7]=1)#[N:6]. The yield is 0.550. (6) The reactants are [CH3:1][N:2]([CH3:57])[CH2:3][CH2:4][N:5]([CH3:56])[CH2:6][C:7]([C@H:9]1[C@@H:13]2[C@@H:14]3[C@@:27]([CH3:30])([CH2:28][CH2:29][C@@:12]2([C:48](=[O:55])[NH:49][CH2:50][CH2:51][N:52]([CH3:54])[CH3:53])[CH2:11][CH2:10]1)[C@@:26]1([CH3:31])[C@@H:17]([C@:18]2([CH3:47])[C@@H:23]([CH2:24][CH2:25]1)[C:22]([CH3:33])([CH3:32])[C:21]([C:34]1[CH:46]=[CH:45][C:37]([C:38]([O:40]C(C)(C)C)=[O:39])=[CH:36][CH:35]=1)=[CH:20][CH2:19]2)[CH2:16][CH2:15]3)=[CH2:8].C(O)(C(F)(F)F)=O. The catalyst is C(Cl)Cl. The product is [CH3:57][N:2]([CH3:1])[CH2:3][CH2:4][N:5]([CH3:56])[CH2:6][C:7]([C@H:9]1[C@@H:13]2[C@@H:14]3[C@@:27]([CH3:30])([CH2:28][CH2:29][C@@:12]2([C:48](=[O:55])[NH:49][CH2:50][CH2:51][N:52]([CH3:53])[CH3:54])[CH2:11][CH2:10]1)[C@@:26]1([CH3:31])[C@@H:17]([C@:18]2([CH3:47])[C@@H:23]([CH2:24][CH2:25]1)[C:22]([CH3:33])([CH3:32])[C:21]([C:34]1[CH:46]=[CH:45][C:37]([C:38]([OH:40])=[O:39])=[CH:36][CH:35]=1)=[CH:20][CH2:19]2)[CH2:16][CH2:15]3)=[CH2:8]. The yield is 0.712. (7) The reactants are [Cl:1][C:2]1[CH:3]=[C:4]([O:12][C:13]2[CH:18]=[CH:17][C:16]([CH2:19][CH2:20][O:21][C:22]3[NH:23][CH:24]=[C:25]([CH2:29][CH3:30])[C:26](=[O:28])[N:27]=3)=[CH:15][CH:14]=2)[CH:5]=[C:6]([C:8]([F:11])([F:10])[F:9])[CH:7]=1.[CH3:31]CN(C(C)C)C(C)C.CI. The catalyst is C(Cl)Cl. The product is [Cl:1][C:2]1[CH:3]=[C:4]([O:12][C:13]2[CH:14]=[CH:15][C:16]([CH2:19][CH2:20][O:21][C:22]3[N:23]([CH3:31])[CH:24]=[C:25]([CH2:29][CH3:30])[C:26](=[O:28])[N:27]=3)=[CH:17][CH:18]=2)[CH:5]=[C:6]([C:8]([F:11])([F:9])[F:10])[CH:7]=1. The yield is 0.139.